This data is from Reaction yield outcomes from USPTO patents with 853,638 reactions. The task is: Predict the reaction yield, written as a fraction of the theoretical maximum amount of product (1.0 means a 100% yield; for example, 0.34 means a 34% yield). (1) The reactants are [F:1][C:2]1[CH:21]=[CH:20][CH:19]=[CH:18][C:3]=1[CH2:4][N:5]1[C:9]([C:10]#[N:11])=[N:8][C:7]([C:12]2[CH:17]=[CH:16][CH:15]=[CH:14][N:13]=2)=[N:6]1.[C:22](=[O:25])([O-])[O-].[K+].[K+].Cl.[NH2:29]O.O.C1(C)C=CC(S(O)(=O)=O)=CC=1. The catalyst is CO.C(OCC)(=O)C. The product is [F:1][C:2]1[CH:21]=[CH:20][CH:19]=[CH:18][C:3]=1[CH2:4][N:5]1[C:9]([C:10]2[N:29]=[CH:22][O:25][N:11]=2)=[N:8][C:7]([C:12]2[CH:17]=[CH:16][CH:15]=[CH:14][N:13]=2)=[N:6]1. The yield is 0.460. (2) The reactants are [F:1][C:2]1[C:10]([N:11]([S:18]([CH2:21][CH2:22][CH2:23][F:24])(=[O:20])=[O:19])S(CCC)(=O)=O)=[CH:9][CH:8]=[C:7]([F:25])[C:3]=1[C:4]([O-:6])=[O:5].[OH-].[Li+]. The catalyst is C1COCC1.CO.O. The product is [F:1][C:2]1[C:10]([NH:11][S:18]([CH2:21][CH2:22][CH2:23][F:24])(=[O:19])=[O:20])=[CH:9][CH:8]=[C:7]([F:25])[C:3]=1[C:4]([OH:6])=[O:5]. The yield is 0.810. (3) The reactants are [CH2:1]([C:3]1([N+:15]([O-])=O)[CH:5]([C:6]2[CH:11]=[CH:10][C:9]([N+:12]([O-:14])=[O:13])=[CH:8][CH:7]=2)O1)[CH3:2].[NH2:18][C:19](=[NH:24])[NH:20][C:21](N)=[S:22]. The catalyst is C(O)C. The product is [CH2:1]([C:3]1[N:15]=[C:21]([NH:20][C:19]([NH2:24])=[NH:18])[S:22][C:5]=1[C:6]1[CH:11]=[CH:10][C:9]([N+:12]([O-:14])=[O:13])=[CH:8][CH:7]=1)[CH3:2]. The yield is 0.970. (4) The reactants are [CH2:1]([O:3][C:4](=[O:10])[CH:5]([Cl:9])[O:6][CH2:7][CH3:8])[CH3:2].[C:11]1([P:17]([C:24]2[CH:29]=[CH:28][CH:27]=[CH:26][CH:25]=2)[C:18]2[CH:23]=[CH:22][CH:21]=[CH:20][CH:19]=2)[CH:16]=[CH:15][CH:14]=[CH:13][CH:12]=1. The catalyst is C(Cl)(Cl)Cl. The product is [Cl-:9].[CH2:7]([O:6][CH:5]([P+:17]([C:18]1[CH:19]=[CH:20][CH:21]=[CH:22][CH:23]=1)([C:24]1[CH:29]=[CH:28][CH:27]=[CH:26][CH:25]=1)[C:11]1[CH:12]=[CH:13][CH:14]=[CH:15][CH:16]=1)[C:4]([O:3][CH2:1][CH3:2])=[O:10])[CH3:8]. The yield is 0.820.